From a dataset of Full USPTO retrosynthesis dataset with 1.9M reactions from patents (1976-2016). Predict the reactants needed to synthesize the given product. (1) Given the product [CH2:1]([C:3]1[CH:8]=[N:7][C:6]([N:9]2[CH2:14][CH2:13][CH:12]([N:15]3[C:19]([C:20]([F:23])([F:22])[F:21])=[C:18]([CH2:24][OH:25])[CH:17]=[N:16]3)[CH2:11][CH2:10]2)=[N:5][CH:4]=1)[CH3:2], predict the reactants needed to synthesize it. The reactants are: [CH2:1]([C:3]1[CH:4]=[N:5][C:6]([N:9]2[CH2:14][CH2:13][CH:12]([N:15]3[C:19]([C:20]([F:23])([F:22])[F:21])=[C:18]([C:24](OCC)=[O:25])[CH:17]=[N:16]3)[CH2:11][CH2:10]2)=[N:7][CH:8]=1)[CH3:2].[BH4-].[Na+]. (2) Given the product [O:1]=[C:2]1[NH:7][C:6]2[CH2:8][CH2:9][CH2:10][C:5]=2[CH:4]=[C:3]1[C:11]([O:13][CH3:19])=[O:12], predict the reactants needed to synthesize it. The reactants are: [O:1]=[C:2]1[NH:7][C:6]2[CH2:8][CH2:9][CH2:10][C:5]=2[CH:4]=[C:3]1[C:11]([OH:13])=[O:12].S(=O)(=O)(O)O.[CH3:19]O. (3) Given the product [CH3:10][O:9][C:7]1[CH:6]=[C:5]([CH2:11][C@@H:12]2[C@:13]3([CH3:25])[C@H:18]([C:17]([CH3:24])([CH3:23])[CH2:16][CH2:15][CH2:14]3)[CH2:19][CH2:20][C@@H:21]2[CH2:22][OH:30])[CH:4]=[C:3]([O:2][CH3:1])[CH:8]=1, predict the reactants needed to synthesize it. The reactants are: [CH3:1][O:2][C:3]1[CH:4]=[C:5]([CH2:11][C@H:12]2[C:21](=[CH2:22])[CH2:20][CH2:19][C@@H:18]3[C@:13]2([CH3:25])[CH2:14][CH2:15][CH2:16][C:17]3([CH3:24])[CH3:23])[CH:6]=[C:7]([O:9][CH3:10])[CH:8]=1.B.C1C[O:30]CC1.[OH-].[Na+].OO. (4) The reactants are: Cl.[NH2:2][C@@H:3]([CH2:6][CH2:7][N:8]1[CH2:11][CH:10]([O:12][C:13]2[CH:18]=[CH:17][C:16]([Cl:19])=[CH:15][CH:14]=2)[CH2:9]1)[CH2:4][OH:5].C1([O:26][C:27](=O)[NH:28][C:29]2[S:30][C:31]([CH2:34][CH3:35])=[N:32][N:33]=2)C=CC=CC=1.C(N(CC)CC)C. Given the product [Cl:19][C:16]1[CH:15]=[CH:14][C:13]([O:12][CH:10]2[CH2:11][N:8]([CH2:7][CH2:6][C@H:3]([NH:2][C:27]([NH:28][C:29]3[S:30][C:31]([CH2:34][CH3:35])=[N:32][N:33]=3)=[O:26])[CH2:4][OH:5])[CH2:9]2)=[CH:18][CH:17]=1, predict the reactants needed to synthesize it. (5) Given the product [CH3:27][N:28]1[CH2:33][CH2:32][N:31]([C:34]([N:14]2[CH2:15][CH:10]([C:7]3[CH:6]=[CH:5][C:4]([O:3][C:2]([F:1])([F:25])[F:26])=[CH:9][CH:8]=3)[CH2:11][CH:12]([NH:16][C:17]([C:18]3[CH:19]=[CH:20][CH:21]=[CH:22][CH:23]=3)=[O:24])[CH2:13]2)=[O:35])[CH2:30][CH2:29]1, predict the reactants needed to synthesize it. The reactants are: [F:1][C:2]([F:26])([F:25])[O:3][C:4]1[CH:9]=[CH:8][C:7]([CH:10]2[CH2:15][NH:14][CH2:13][CH:12]([NH:16][C:17](=[O:24])[C:18]3[CH:23]=[CH:22][CH:21]=[CH:20][CH:19]=3)[CH2:11]2)=[CH:6][CH:5]=1.[CH3:27][N:28]1[CH2:33][CH2:32][N:31]([C:34](Cl)=[O:35])[CH2:30][CH2:29]1.C(N(CC)CC)C.O. (6) The reactants are: [CH2:1]([C:4]1[NH:12][C:7]2=[N:8][CH:9]=[CH:10][N:11]=[C:6]2[N:5]=1)[CH2:2][CH3:3].Br[CH2:14][C:15]1[CH:34]=[CH:33][C:18]2/[C:19](=[C:29](/[CH3:32])\[C:30]#[N:31])/[C:20]3[CH:27]=[CH:26][C:25]([F:28])=[CH:24][C:21]=3[O:22][CH2:23][C:17]=2[CH:16]=1. Given the product [F:28][C:25]1[CH:26]=[CH:27][C:20]2=[C:21]([CH:24]=1)[O:22][CH2:23][C:17]1[CH:16]=[C:15]([CH2:14][N:12]3[C:7]4=[N:8][CH:9]=[CH:10][N:11]=[C:6]4[N:5]=[C:4]3[CH2:1][CH2:2][CH3:3])[CH:34]=[CH:33][C:18]=1/[C:19]/2=[C:29](/[CH3:32])\[C:30]#[N:31], predict the reactants needed to synthesize it. (7) Given the product [NH:29]1[C:33]2[CH:34]=[CH:35][CH:36]=[CH:37][C:32]=2[N:31]=[C:30]1[CH2:38][CH2:39][CH2:40][N:41]([CH3:42])[CH2:17][CH2:16][C:2]1([OH:1])[CH2:7][CH:6]2[CH2:8][CH2:9][CH:3]1[CH:4]=[C:5]2[C:10]1[CH:15]=[CH:14][CH:13]=[CH:12][CH:11]=1, predict the reactants needed to synthesize it. The reactants are: [OH:1][C@@:2]1([CH2:16][CH2:17]OS(C2C=CC(C)=CC=2)(=O)=O)[CH2:7][C@H:6]2[CH2:8][CH2:9][C@@H:3]1[CH:4]=[C:5]2[C:10]1[CH:15]=[CH:14][CH:13]=[CH:12][CH:11]=1.[NH:29]1[C:33]2[CH:34]=[CH:35][CH:36]=[CH:37][C:32]=2[N:31]=[C:30]1[CH2:38][CH2:39][CH2:40][NH:41][CH3:42]. (8) Given the product [NH2:7][CH:8]([C:9]([CH3:12])([CH3:11])[CH3:10])[C:13]([NH:14][CH:15]1[C:23]2[C:18](=[CH:19][CH:20]=[CH:21][CH:22]=2)[CH2:17][CH:16]1[OH:24])=[O:25], predict the reactants needed to synthesize it. The reactants are: C(OC(=O)[NH:7][CH:8]([C:13](=[O:25])[NH:14][CH:15]1[C:23]2[C:18](=[CH:19][CH:20]=[CH:21][CH:22]=2)[CH2:17][CH:16]1[OH:24])[C:9]([CH3:12])([CH3:11])[CH3:10])(C)(C)C.C1(C)C=CC=CC=1.